From a dataset of Forward reaction prediction with 1.9M reactions from USPTO patents (1976-2016). Predict the product of the given reaction. (1) Given the reactants C[Al](C)C.Cl.[CH3:6][NH2:7].C([O:10][C:11]([C:13]1[O:14][C:15]2[C:21]([F:22])=[C:20]([C:23]3[CH:28]=[CH:27][CH:26]=[CH:25][CH:24]=3)[C:19]([CH3:29])=[C:18]([C:30]#[N:31])[C:16]=2[N:17]=1)=O)C.Cl, predict the reaction product. The product is: [C:30]([C:18]1[C:16]2[N:17]=[C:13]([C:11]([NH:7][CH3:6])=[O:10])[O:14][C:15]=2[C:21]([F:22])=[C:20]([C:23]2[CH:28]=[CH:27][CH:26]=[CH:25][CH:24]=2)[C:19]=1[CH3:29])#[N:31]. (2) Given the reactants C(N1C=CN=C1)(N1C=CN=C1)=O.[CH2:13]([O:15][C:16]1[C:24]2[CH2:23][N:22]([C:25]3[CH:30]=[CH:29][C:28]([CH2:31][C:32](O)=[O:33])=[CH:27][CH:26]=3)[C:21](=[O:35])[C:20]=2[C:19]([O:36][CH2:37][CH3:38])=[C:18]2[CH:39]=[CH:40][CH:41]=[CH:42][C:17]=12)[CH3:14].[F:43][C:44]1[CH:49]=[CH:48][C:47]([S:50]([NH2:53])(=[O:52])=[O:51])=[CH:46][CH:45]=1.C(N(CC)C(C)C)(C)C, predict the reaction product. The product is: [CH2:13]([O:15][C:16]1[C:24]2[CH2:23][N:22]([C:25]3[CH:30]=[CH:29][C:28]([CH2:31][C:32]([NH:53][S:50]([C:47]4[CH:46]=[CH:45][C:44]([F:43])=[CH:49][CH:48]=4)(=[O:52])=[O:51])=[O:33])=[CH:27][CH:26]=3)[C:21](=[O:35])[C:20]=2[C:19]([O:36][CH2:37][CH3:38])=[C:18]2[CH:39]=[CH:40][CH:41]=[CH:42][C:17]=12)[CH3:14]. (3) Given the reactants [NH2:1][C:2]1[CH:3]=[CH:4][C:5]2[C:15]3[C:10](=[CH:11][N:12]=[CH:13][CH:14]=3)[C:9](=[O:16])[O:8][C:6]=2[CH:7]=1.C(O)(C(F)(F)F)=O.[C:24]([O:28][C:29]([NH:31][C@@H:32]([CH2:36][CH:37]([CH3:39])[CH3:38])[C:33](O)=[O:34])=[O:30])([CH3:27])([CH3:26])[CH3:25].O.CCN(C(C)C)C(C)C.CN(C(ON1N=NC2C=CC=NC1=2)=[N+](C)C)C.F[P-](F)(F)(F)(F)F, predict the reaction product. The product is: [CH3:38][CH:37]([CH3:39])[CH2:36][C@H:32]([NH:31][C:29](=[O:30])[O:28][C:24]([CH3:27])([CH3:26])[CH3:25])[C:33](=[O:34])[NH:1][C:2]1[CH:3]=[CH:4][C:5]2[C:15]3[C:10](=[CH:11][N:12]=[CH:13][CH:14]=3)[C:9](=[O:16])[O:8][C:6]=2[CH:7]=1.